This data is from Forward reaction prediction with 1.9M reactions from USPTO patents (1976-2016). The task is: Predict the product of the given reaction. (1) Given the reactants [CH3:1][O:2][C:3]1[CH:12]=[C:11]2[C:6]([CH:7]=[CH:8][NH:9][C:10]2=O)=[CH:5][CH:4]=1.O=P(Cl)(Cl)[Cl:16], predict the reaction product. The product is: [Cl:16][C:10]1[C:11]2[C:6](=[CH:5][CH:4]=[C:3]([O:2][CH3:1])[CH:12]=2)[CH:7]=[CH:8][N:9]=1. (2) Given the reactants [Cl-].[Cl-].[Cl-].[Al+3].[F:5][C:6]1[CH:7]=[C:8]([O:12]C(=O)CC)[CH:9]=[CH:10][CH:11]=1.Cl, predict the reaction product. The product is: [F:5][C:6]1[CH:11]=[CH:10][C:9]([C:8](=[O:12])[CH2:7][CH3:6])=[C:8]([OH:12])[CH:7]=1.